This data is from Full USPTO retrosynthesis dataset with 1.9M reactions from patents (1976-2016). The task is: Predict the reactants needed to synthesize the given product. Given the product [Cl:1][C:2]1[C:3]2[C:10]3[CH2:11][CH2:12][CH:13]([C:15]([N:19]([CH3:20])[CH3:18])=[O:17])[CH2:14][C:9]=3[S:8][C:4]=2[N:5]=[CH:6][N:7]=1, predict the reactants needed to synthesize it. The reactants are: [Cl:1][C:2]1[C:3]2[C:10]3[CH2:11][CH2:12][CH:13]([C:15]([OH:17])=O)[CH2:14][C:9]=3[S:8][C:4]=2[N:5]=[CH:6][N:7]=1.[CH3:18][NH:19][CH3:20].